The task is: Predict the product of the given reaction.. This data is from Forward reaction prediction with 1.9M reactions from USPTO patents (1976-2016). (1) Given the reactants Br[C:2]1[CH:7]=[CH:6][C:5]([S:8]([NH:11][C:12]2[C:21]([F:22])=[CH:20][C:15]([C:16]([O:18][CH3:19])=[O:17])=[C:14]([F:23])[CH:13]=2)(=[O:10])=[O:9])=[CH:4][CH:3]=1.[B:24]1([B:24]2[O:28][C:27]([CH3:30])([CH3:29])[C:26]([CH3:32])([CH3:31])[O:25]2)[O:28][C:27]([CH3:30])([CH3:29])[C:26]([CH3:32])([CH3:31])[O:25]1.C([O-])(=O)C.[K+], predict the reaction product. The product is: [F:23][C:14]1[CH:13]=[C:12]([NH:11][S:8]([C:5]2[CH:6]=[CH:7][C:2]([B:24]3[O:28][C:27]([CH3:30])([CH3:29])[C:26]([CH3:32])([CH3:31])[O:25]3)=[CH:3][CH:4]=2)(=[O:10])=[O:9])[C:21]([F:22])=[CH:20][C:15]=1[C:16]([O:18][CH3:19])=[O:17]. (2) Given the reactants C[O:2][C:3](=[O:35])[C@@H:4]([NH:14][C:15]([C:17]1[S:18][C:19]([C:24](=[O:34])[NH:25][CH2:26][C:27]2[CH:32]=[CH:31][CH:30]=[C:29]([OH:33])[CH:28]=2)=[CH:20][C:21]=1[CH2:22][CH3:23])=[O:16])[CH2:5][NH:6][C:7]([C:9]1[S:10][CH:11]=[CH:12][CH:13]=1)=[O:8].O.[OH-].[Li+].Cl, predict the reaction product. The product is: [CH2:22]([C:21]1[CH:20]=[C:19]([C:24](=[O:34])[NH:25][CH2:26][C:27]2[CH:32]=[CH:31][CH:30]=[C:29]([OH:33])[CH:28]=2)[S:18][C:17]=1[C:15]([NH:14][C@@H:4]([CH2:5][NH:6][C:7]([C:9]1[S:10][CH:11]=[CH:12][CH:13]=1)=[O:8])[C:3]([OH:35])=[O:2])=[O:16])[CH3:23]. (3) Given the reactants [C:1]([O:5][C:6](=[O:23])[NH:7][C:8]1[CH:17]=[C:16]([O:18][CH:19]([CH3:21])[CH3:20])[CH:15]=[C:14]2[C:9]=1[CH2:10][CH2:11][NH:12][C:13]2=[O:22])([CH3:4])([CH3:3])[CH3:2].C1C(=O)N([Cl:31])C(=O)C1, predict the reaction product. The product is: [C:1]([O:5][C:6](=[O:23])[NH:7][C:8]1[CH:17]=[C:16]([O:18][CH:19]([CH3:20])[CH3:21])[C:15]([Cl:31])=[C:14]2[C:9]=1[CH2:10][CH2:11][NH:12][C:13]2=[O:22])([CH3:2])([CH3:4])[CH3:3]. (4) Given the reactants [CH2:1]([N:8]([C:30]1[CH:31]=[CH:32][C:33]([OH:39])=[C:34]([CH:38]=1)[C:35]([OH:37])=[O:36])[C:9](=[O:29])[CH2:10][N:11]([CH2:22]C1C=CC=CC=1)[S:12]([C:15]1[CH:20]=[CH:19][C:18](C)=[CH:17][CH:16]=1)(=[O:14])=[O:13])[C:2]1[CH:7]=[CH:6][CH:5]=[CH:4][CH:3]=1.[C:40](#N)[CH3:41], predict the reaction product. The product is: [CH2:1]([N:8]([C:30]1[CH:31]=[CH:32][C:33]([OH:39])=[C:34]([CH:38]=1)[C:35]([OH:37])=[O:36])[C:9](=[O:29])[CH2:10][N:11]([CH3:22])[S:12]([C:15]1[CH:20]=[CH:19][C:18]([C:41]2[CH:40]=[CH:4][CH:3]=[CH:2][CH:1]=2)=[CH:17][CH:16]=1)(=[O:13])=[O:14])[C:2]1[CH:3]=[CH:4][CH:5]=[CH:6][CH:7]=1. (5) The product is: [CH3:30][O:21][C:20](=[O:22])[C:18]1[CH:17]=[CH:16][CH:15]=[C:14]([N:9]2[C:10]([CH3:13])=[CH:11][CH:12]=[C:8]2[C:6]2[CH:7]=[C:2]([Br:1])[CH:3]=[CH:4][C:5]=2[OH:23])[N:19]=1. Given the reactants [Br:1][C:2]1[CH:3]=[CH:4][C:5]([OH:23])=[C:6]([C:8]2[N:9]([C:14]3[N:19]=[C:18]([C:20]([OH:22])=[O:21])[CH:17]=[CH:16][CH:15]=3)[C:10]([CH3:13])=[CH:11][CH:12]=2)[CH:7]=1.S(=O)(=O)(O)O.N.[CH3:30]O, predict the reaction product. (6) Given the reactants [S:1]([OH:5])(=[O:4])(=[O:3])[CH3:2].[Cl:6][C:7]1[CH:8]=[C:9]2[C:13](=[C:14]([NH:16][C:17]([C@@H:19]3[CH2:24][O:23][C:22]([CH3:26])([CH3:25])[CH2:21][N:20]3[CH2:27][C:28]([N:30]3[CH2:35][C@@H:34]([CH3:36])[O:33][C@@H:32]([CH3:37])[CH2:31]3)=[O:29])=[O:18])[CH:15]=1)[NH:12][C:11]1[CH:38]=[N:39][CH:40]=[CH:41][C:10]2=1.[CH3:42][N:43]1[CH2:47][CH2:46][CH2:45][C:44]1=[O:48], predict the reaction product. The product is: [CH3:42][N:43]1[CH2:47][CH2:46][CH2:45][C:44]1=[O:48].[CH3:2][S:1]([OH:5])(=[O:4])=[O:3].[Cl:6][C:7]1[CH:8]=[C:9]2[C:13](=[C:14]([NH:16][C:17]([C@@H:19]3[CH2:24][O:23][C:22]([CH3:26])([CH3:25])[CH2:21][N:20]3[CH2:27][C:28]([N:30]3[CH2:31][C@@H:32]([CH3:37])[O:33][C@@H:34]([CH3:36])[CH2:35]3)=[O:29])=[O:18])[CH:15]=1)[NH:12][C:11]1[CH:38]=[N:39][CH:40]=[CH:41][C:10]2=1. (7) Given the reactants [NH:1]([C:6]([O:8][C:9]([CH3:12])([CH3:11])[CH3:10])=[O:7])[CH2:2][C:3]([OH:5])=O.CCN=C=NCCCN(C)C.[NH2:24][C@H:25]([C:29]([O:31][CH3:32])=[O:30])[CH:26]([CH3:28])[CH3:27].Cl.CCN(C(C)C)C(C)C, predict the reaction product. The product is: [NH:1]([C:6]([O:8][C:9]([CH3:12])([CH3:11])[CH3:10])=[O:7])[CH2:2][C:3]([NH:24][C@H:25]([C:29]([O:31][CH3:32])=[O:30])[CH:26]([CH3:28])[CH3:27])=[O:5]. (8) Given the reactants [NH2:1][C:2]1[N:7]=[N:6][C:5]([N:8]2[CH2:13][CH2:12][N:11]([C:14]([C:16]3[CH:21]=[CH:20][CH:19]=[CH:18][C:17]=3[C:22]([F:25])([F:24])[F:23])=[O:15])[CH2:10][CH2:9]2)=[CH:4][CH:3]=1.[Cl:26][CH2:27][CH2:28][N:29]=[C:30]=[O:31], predict the reaction product. The product is: [Cl:26][CH2:27][CH2:28][NH:29][C:30]([NH:1][C:2]1[N:7]=[N:6][C:5]([N:8]2[CH2:9][CH2:10][N:11]([C:14](=[O:15])[C:16]3[CH:21]=[CH:20][CH:19]=[CH:18][C:17]=3[C:22]([F:25])([F:24])[F:23])[CH2:12][CH2:13]2)=[CH:4][CH:3]=1)=[O:31].